From a dataset of Peptide-MHC class I binding affinity with 185,985 pairs from IEDB/IMGT. Regression. Given a peptide amino acid sequence and an MHC pseudo amino acid sequence, predict their binding affinity value. This is MHC class I binding data. (1) The peptide sequence is QMRAVGQPL. The MHC is HLA-B15:09 with pseudo-sequence HLA-B15:09. The binding affinity (normalized) is 0.0847. (2) The peptide sequence is PECSDSPLVL. The MHC is HLA-B44:02 with pseudo-sequence HLA-B44:02. The binding affinity (normalized) is 0. (3) The peptide sequence is YPKIFEDQ. The MHC is H-2-Kb with pseudo-sequence H-2-Kb. The binding affinity (normalized) is 0. (4) The peptide sequence is ACREQQLPV. The MHC is HLA-A02:01 with pseudo-sequence HLA-A02:01. The binding affinity (normalized) is 0.0847. (5) The peptide sequence is TTRAWFDKK. The MHC is HLA-A03:01 with pseudo-sequence HLA-A03:01. The binding affinity (normalized) is 0.253. (6) The peptide sequence is STDFKMAVEV. The MHC is HLA-A02:01 with pseudo-sequence HLA-A02:01. The binding affinity (normalized) is 0.355. (7) The peptide sequence is DAVEDFLAF. The MHC is HLA-A68:02 with pseudo-sequence HLA-A68:02. The binding affinity (normalized) is 0.0847. (8) The peptide sequence is DEFKPIVQY. The MHC is H-2-Kk with pseudo-sequence H-2-Kk. The binding affinity (normalized) is 0.0929. (9) The peptide sequence is AGFAAGLTY. The MHC is HLA-A24:02 with pseudo-sequence HLA-A24:02. The binding affinity (normalized) is 0. (10) The peptide sequence is GRRPLKNRK. The MHC is HLA-B15:01 with pseudo-sequence HLA-B15:01. The binding affinity (normalized) is 0.0847.